Predict the reactants needed to synthesize the given product. From a dataset of Full USPTO retrosynthesis dataset with 1.9M reactions from patents (1976-2016). Given the product [C:42]([O:46][C:40](=[O:25])[NH:37][C:13]1[N:14]=[C:10]([C:3]2[C:4]3[C:5](=[N:6][CH:7]=[CH:8][CH:9]=3)[NH:1][CH:2]=2)[S:11][CH:12]=1)([CH3:45])([CH3:44])[CH3:43], predict the reactants needed to synthesize it. The reactants are: [NH:1]1[C:5]2=[N:6][CH:7]=[CH:8][CH:9]=[C:4]2[C:3]([C:10]2[S:11][CH:12]=[C:13](C(O)=O)[N:14]=2)=[CH:2]1.C1(P(N=[N+]=[N-])(C2C=CC=CC=2)=[O:25])C=CC=CC=1.CC[N:37]([CH2:40]C)CC.[C:42]([OH:46])([CH3:45])([CH3:44])[CH3:43].